From a dataset of Catalyst prediction with 721,799 reactions and 888 catalyst types from USPTO. Predict which catalyst facilitates the given reaction. (1) Reactant: [NH2:1][C:2]1[NH:7][C:6](=[S:8])[C:5]([C:9]#[N:10])=[C:4]([C:11]2[CH:16]=[CH:15][CH:14]=[CH:13][CH:12]=2)[C:3]=1[C:17]#[N:18].[CH3:19][O-].[Na+].CI. Product: [NH2:1][C:2]1[C:3]([C:17]#[N:18])=[C:4]([C:11]2[CH:16]=[CH:15][CH:14]=[CH:13][CH:12]=2)[C:5]([C:9]#[N:10])=[C:6]([S:8][CH3:19])[N:7]=1. The catalyst class is: 5. (2) Reactant: [C:1]([O:5][C:6]([N:8]([C:12]([O:14][C:15]([CH3:18])([CH3:17])[CH3:16])=[O:13])[C:9]([NH2:11])=[NH:10])=[O:7])([CH3:4])([CH3:3])[CH3:2].C(N(CC)CC)C.[F:26][C:27]([F:40])([F:39])[S:28](O[S:28]([C:27]([F:40])([F:39])[F:26])(=[O:30])=[O:29])(=[O:30])=[O:29]. Product: [C:12]([N:8]([C:6]([O:5][C:1]([CH3:4])([CH3:3])[CH3:2])=[O:7])[C:9]([NH:11][S:28]([C:27]([F:40])([F:39])[F:26])(=[O:30])=[O:29])=[NH:10])([O:14][C:15]([CH3:18])([CH3:17])[CH3:16])=[O:13]. The catalyst class is: 4. (3) Reactant: [Li+].[CH3:2][CH:3]([N-]C(C)C)[CH3:4].[CH3:9][O:10][C:11]1([O:23][CH3:24])[CH2:15][CH2:14][CH:13]([C:16]([O:18][C:19]([CH3:22])([CH3:21])[CH3:20])=[O:17])[CH2:12]1.IC(C)C. Product: [CH:3]([C:13]1([C:16]([O:18][C:19]([CH3:20])([CH3:21])[CH3:22])=[O:17])[CH2:14][CH2:15][C:11]([O:23][CH3:24])([O:10][CH3:9])[CH2:12]1)([CH3:4])[CH3:2]. The catalyst class is: 116. (4) Reactant: CC(C)=O.[Cl:5][C:6]1[CH:7]=[C:8]([CH:32]=[CH:33][CH:34]=1)[C:9]([N:11]=[C:12]([NH:23][C:24]1[CH:29]=[C:28]([F:30])[CH:27]=[C:26]([Cl:31])[CH:25]=1)[NH:13][C:14]1[CH:18]=[C:17]([C:19]([F:22])([F:21])[F:20])[NH:16][N:15]=1)=[O:10]. Product: [Cl:5][C:6]1[CH:7]=[C:8]([CH:32]=[CH:33][CH:34]=1)[C:9]([N:11]=[C:12]([NH:23][C:24]1[CH:29]=[C:28]([F:30])[CH:27]=[C:26]([Cl:31])[CH:25]=1)[NH:13][C:14]1[CH:18]=[C:17]([C:19]([F:22])([F:20])[F:21])[NH:16][N:15]=1)=[O:10]. The catalyst class is: 14. (5) Reactant: [CH3:1][O:2][C:3]1[CH:4]=[C:5]([CH:18]=[CH:19][CH:20]=1)[CH:6](O)[C:7]1[C:16]2[C:11](=[CH:12][CH:13]=[CH:14][CH:15]=2)[CH:10]=[CH:9][CH:8]=1.[ClH:21]. Product: [CH3:1][O:2][C:3]1[CH:4]=[C:5]([CH:18]=[CH:19][CH:20]=1)[CH:6]([Cl:21])[C:7]1[C:16]2[C:11](=[CH:12][CH:13]=[CH:14][CH:15]=2)[CH:10]=[CH:9][CH:8]=1. The catalyst class is: 27.